Dataset: Forward reaction prediction with 1.9M reactions from USPTO patents (1976-2016). Task: Predict the product of the given reaction. (1) The product is: [C:4]([NH:1][C:2]([NH:8][CH2:9][CH2:10][CH2:11][N:12]1[CH2:17][CH2:16][CH:15]([C:18]2[CH:19]=[C:20]([NH:24][C:25](=[O:29])[CH:26]([CH3:27])[CH3:28])[CH:21]=[CH:22][CH:23]=2)[CH2:14][CH2:13]1)=[S:3])([CH3:7])([CH3:6])[CH3:5]. Given the reactants [N:1]([C:4]([CH3:7])([CH3:6])[CH3:5])=[C:2]=[S:3].[NH2:8][CH2:9][CH2:10][CH2:11][N:12]1[CH2:17][CH2:16][CH:15]([C:18]2[CH:19]=[C:20]([NH:24][C:25](=[O:29])[CH:26]([CH3:28])[CH3:27])[CH:21]=[CH:22][CH:23]=2)[CH2:14][CH2:13]1, predict the reaction product. (2) Given the reactants Cl.[NH:2]1[C:7]2[N:8]=[CH:9][CH:10]=[CH:11][C:6]=2[C:5]2([CH2:16][CH2:15][NH:14][CH2:13][CH2:12]2)[O:4][C:3]1=[O:17].Cl[C:19]1[N:24]=[CH:23][N:22]=[C:21]([O:25][C:26]2[CH:27]=[C:28]([CH3:40])[C:29]3[N:33]=[C:32]([C@@H:34]4[CH2:38][CH2:37][CH2:36][O:35]4)[NH:31][C:30]=3[CH:39]=2)[CH:20]=1.CCN(C(C)C)C(C)C, predict the reaction product. The product is: [CH3:40][C:28]1[C:29]2[N:33]=[C:32]([C@@H:34]3[CH2:38][CH2:37][CH2:36][O:35]3)[NH:31][C:30]=2[CH:39]=[C:26]([O:25][C:21]2[N:22]=[CH:23][N:24]=[C:19]([N:14]3[CH2:13][CH2:12][C:5]4([O:4][C:3](=[O:17])[NH:2][C:7]5[N:8]=[CH:9][CH:10]=[CH:11][C:6]4=5)[CH2:16][CH2:15]3)[CH:20]=2)[CH:27]=1. (3) Given the reactants [C:1]([O:5][C:6]([NH:8][CH2:9][C:10]1[CH:18]=[CH:17][C:13]([C:14]([OH:16])=O)=[C:12]([F:19])[CH:11]=1)=[O:7])([CH3:4])([CH3:3])[CH3:2].[CH3:20][N:21]1[C:30]2[NH:29][C:28]3[CH:31]=[CH:32][CH:33]=[CH:34][C:27]=3[NH:26][CH2:25][C:24]=2[CH:23]=[N:22]1.C1CN([P+](Br)(N2CCCC2)N2CCCC2)CC1.F[P-](F)(F)(F)(F)F.CCN(C(C)C)C(C)C, predict the reaction product. The product is: [C:1]([O:5][C:6](=[O:7])[NH:8][CH2:9][C:10]1[CH:18]=[CH:17][C:13]([C:14]([N:26]2[CH2:25][C:24]3[CH:23]=[N:22][N:21]([CH3:20])[C:30]=3[NH:29][C:28]3[CH:31]=[CH:32][CH:33]=[CH:34][C:27]2=3)=[O:16])=[C:12]([F:19])[CH:11]=1)([CH3:2])([CH3:3])[CH3:4].